This data is from Forward reaction prediction with 1.9M reactions from USPTO patents (1976-2016). The task is: Predict the product of the given reaction. The product is: [NH:5]1[CH:9]=[CH:8][C:7]([C:10]2[CH:15]=[CH:14][CH:13]=[CH:12][N:11]=2)=[CH:6]1. Given the reactants C([Si](C(C)C)(C(C)C)[N:5]1[CH:9]=[CH:8][C:7]([C:10]2[CH:15]=[CH:14][CH:13]=[CH:12][N:11]=2)=[CH:6]1)(C)C.CCCC[N+](CCCC)(CCCC)CCCC.[F-], predict the reaction product.